From a dataset of Forward reaction prediction with 1.9M reactions from USPTO patents (1976-2016). Predict the product of the given reaction. (1) Given the reactants [C:1]1([CH2:7][N:8]([CH2:16][C:17]2[CH:22]=[CH:21][CH:20]=[CH:19][CH:18]=2)[C:9]2([C:14]#[N:15])[CH2:13][CH2:12][CH2:11][CH2:10]2)[CH:6]=[CH:5][CH:4]=[CH:3][CH:2]=1.[C:23]1([Li])[CH:28]=[CH:27][CH:26]=[CH:25][CH:24]=1.C(OCCCC)CCC.[BH4-].[Na+].NC(C1C=CC=CC=1)C1(N(C)C)CCCC1, predict the reaction product. The product is: [NH2:15][CH:14]([C:23]1[CH:28]=[CH:27][CH:26]=[CH:25][CH:24]=1)[C:9]1([N:8]([CH2:7][C:1]2[CH:2]=[CH:3][CH:4]=[CH:5][CH:6]=2)[CH2:16][C:17]2[CH:22]=[CH:21][CH:20]=[CH:19][CH:18]=2)[CH2:13][CH2:12][CH2:11][CH2:10]1. (2) Given the reactants [CH3:1][C:2]1[CH:11]=[C:10]([CH2:12][O:13][C:14]2[CH:19]=[CH:18][C:17]([S:20]([NH:23][C@H:24]3[CH2:28][N:27](C(OC(C)(C)C)=O)[CH2:26][C@H:25]3[C:36]([O:38]C(C)(C)C)=[O:37])(=[O:22])=[O:21])=[CH:16][CH:15]=2)[C:9]2[C:4](=[CH:5][CH:6]=[CH:7][CH:8]=2)[N:3]=1.FC(F)(F)C(O)=O, predict the reaction product. The product is: [CH3:1][C:2]1[CH:11]=[C:10]([CH2:12][O:13][C:14]2[CH:19]=[CH:18][C:17]([S:20]([NH:23][C@H:24]3[CH2:28][NH:27][CH2:26][C@H:25]3[C:36]([OH:38])=[O:37])(=[O:21])=[O:22])=[CH:16][CH:15]=2)[C:9]2[C:4](=[CH:5][CH:6]=[CH:7][CH:8]=2)[N:3]=1. (3) The product is: [CH2:19]([O:18][C:15]1[CH:16]=[CH:17][C:12]2[C:10]([CH:4]3[CH2:9][CH2:8][CH2:7][CH2:6][CH2:5]3)=[N:2][O:3][C:13]=2[CH:14]=1)[C:20]1[CH:25]=[CH:24][CH:23]=[CH:22][CH:21]=1. Given the reactants Cl.[NH2:2][OH:3].[CH:4]1([C:10]([C:12]2[CH:17]=[CH:16][C:15]([O:18][CH2:19][C:20]3[CH:25]=[CH:24][CH:23]=[CH:22][CH:21]=3)=[CH:14][C:13]=2F)=O)[CH2:9][CH2:8][CH2:7][CH2:6][CH2:5]1.[OH-].[Na+].[OH-].[K+], predict the reaction product.